Dataset: Reaction yield outcomes from USPTO patents with 853,638 reactions. Task: Predict the reaction yield, written as a fraction of the theoretical maximum amount of product (1.0 means a 100% yield; for example, 0.34 means a 34% yield). (1) The yield is 0.810. The reactants are [F:1][C:2]1[CH:7]=[CH:6][C:5]([CH:8]2[C:16]3[C:11](=[CH:12][C:13]([C:17]#[N:18])=[CH:14][CH:15]=3)[CH2:10][O:9]2)=[CH:4][CH:3]=1.[Li+].CC([N-]C(C)C)C.Br[CH2:28][CH2:29][CH2:30][O:31][Si](C(C)(C)C)(C)C. The product is [F:1][C:2]1[CH:7]=[CH:6][C:5]([C:8]2([CH2:28][CH2:29][CH2:30][OH:31])[C:16]3[C:11](=[CH:12][C:13]([C:17]#[N:18])=[CH:14][CH:15]=3)[CH2:10][O:9]2)=[CH:4][CH:3]=1. The catalyst is C1COCC1. (2) The reactants are I[C:2]1[C:3]2[CH2:13][C:12]3[C:7](=[CH:8][C:9]([CH:14]=[O:15])=[CH:10][CH:11]=3)[C:4]=2[NH:5][N:6]=1.[S:16]1[CH:20]=[CH:19][C:18](B(O)O)=[CH:17]1.C(=O)(O)[O-].[Na+]. The catalyst is COCCOC.O.C1C=CC([P]([Pd]([P](C2C=CC=CC=2)(C2C=CC=CC=2)C2C=CC=CC=2)([P](C2C=CC=CC=2)(C2C=CC=CC=2)C2C=CC=CC=2)[P](C2C=CC=CC=2)(C2C=CC=CC=2)C2C=CC=CC=2)(C2C=CC=CC=2)C2C=CC=CC=2)=CC=1. The product is [S:16]1[CH:20]=[CH:19][C:18]([C:2]2[C:3]3[CH2:13][C:12]4[C:7](=[CH:8][C:9]([CH:14]=[O:15])=[CH:10][CH:11]=4)[C:4]=3[NH:5][N:6]=2)=[CH:17]1. The yield is 0.300. (3) The reactants are [H-].[Na+].[CH2:3]([O:5][C:6](=[O:24])[CH2:7][C:8]([NH:10][C:11]1[CH:16]=[C:15]([C:17]([CH3:20])([CH3:19])[CH3:18])[CH:14]=[CH:13][C:12]=1[C:21](=O)[CH3:22])=[O:9])[CH3:4].CC(O)=O. The catalyst is CCO.O. The product is [CH2:3]([O:5][C:6]([C:7]1[C:8]([OH:9])=[N:10][C:11]2[C:12]([C:21]=1[CH3:22])=[CH:13][CH:14]=[C:15]([C:17]([CH3:20])([CH3:19])[CH3:18])[CH:16]=2)=[O:24])[CH3:4]. The yield is 0.840. (4) The reactants are [CH3:1][N:2]([CH3:30])[C:3]([C:5]1[C:15]([CH2:16][CH2:17][C:18]([C:20]2[C:21]3[CH:28]=[CH:27][CH:26]=[CH:25][C:22]=3[S:23][CH:24]=2)=[O:19])=[C:14]([OH:29])[C:8]2[N:9]=[C:10]([CH3:13])[N:11]([CH3:12])[C:7]=2[CH:6]=1)=[O:4].CC([O-])(C)C.[K+]. The catalyst is C(O)(C)C. The product is [CH3:30][N:2]([CH3:1])[C:3]([C:5]1[C:15]([CH2:16][CH2:17][C@H:18]([C:20]2[C:21]3[CH:28]=[CH:27][CH:26]=[CH:25][C:22]=3[S:23][CH:24]=2)[OH:19])=[C:14]([OH:29])[C:8]2[N:9]=[C:10]([CH3:13])[N:11]([CH3:12])[C:7]=2[CH:6]=1)=[O:4]. The yield is 0.210. (5) The reactants are [O:1]1[C:5]2[CH:6]=[CH:7][C:8]([CH2:10][C:11]#N)=[CH:9][C:4]=2[O:3][CH2:2]1.Br[CH2:14][CH2:15]Cl.[OH-:17].[Na+].[OH2:19]. The catalyst is [Cl-].C([N+](CC)(CC)CC)C1C=CC=CC=1. The product is [O:1]1[C:5]2[CH:6]=[CH:7][C:8]([C:10]3([C:11]([OH:19])=[O:17])[CH2:15][CH2:14]3)=[CH:9][C:4]=2[O:3][CH2:2]1. The yield is 0.800.